From a dataset of Reaction yield outcomes from USPTO patents with 853,638 reactions. Predict the reaction yield, written as a fraction of the theoretical maximum amount of product (1.0 means a 100% yield; for example, 0.34 means a 34% yield). (1) The reactants are [N:1]1[CH:6]=[CH:5][C:4]([C:7]2[CH2:8][C:9]([C:12]([OH:14])=O)=[N:10][N:11]=2)=[CH:3][CH:2]=1.[NH2:15][CH2:16][CH2:17][N:18]1[CH:22]=[CH:21][C:20]([C:23]2[CH:30]=[CH:29][C:26]([C:27]#[N:28])=[C:25]([CH3:31])[CH:24]=2)=[N:19]1. No catalyst specified. The yield is 0.0600. The product is [C:27]([C:26]1[CH:29]=[CH:30][C:23]([C:20]2[CH:21]=[CH:22][N:18]([CH2:17][CH2:16][NH:15][C:12]([C:9]3[NH:10][N:11]=[C:7]([C:4]4[CH:3]=[CH:2][N:1]=[CH:6][CH:5]=4)[CH:8]=3)=[O:14])[N:19]=2)=[CH:24][C:25]=1[CH3:31])#[N:28]. (2) The reactants are [Cl:1][C:2]1[CH:7]=[C:6](F)[CH:5]=[CH:4][C:3]=1[S:9]([CH3:12])(=[O:11])=[O:10].[CH3:13][O:14][C:15]([C:17]1[CH:27]=[C:26]([OH:28])[C:20]2[CH2:21][C:22]([CH3:25])([CH3:24])[O:23][C:19]=2[CH:18]=1)=[O:16].C([O-])([O-])=O.[Cs+].[Cs+]. The catalyst is CN(C=O)C. The product is [CH3:13][O:14][C:15]([C:17]1[CH:27]=[C:26]([O:28][C:6]2[CH:5]=[CH:4][C:3]([S:9]([CH3:12])(=[O:11])=[O:10])=[C:2]([Cl:1])[CH:7]=2)[C:20]2[CH2:21][C:22]([CH3:25])([CH3:24])[O:23][C:19]=2[CH:18]=1)=[O:16]. The yield is 0.920. (3) The reactants are [H-].[Na+].[CH3:3][O:4][C:5]([CH2:7]P(OC)(OC)=O)=[O:6].[Cl:14][C:15]1[CH:20]=[CH:19][C:18]([N:21]2[CH2:26][CH2:25][C:24](=O)[CH2:23][CH2:22]2)=[CH:17][C:16]=1[O:28][CH3:29]. The catalyst is C1COCC1. The product is [Cl:14][C:15]1[CH:20]=[CH:19][C:18]([N:21]2[CH2:22][CH2:23][C:24](=[CH:7][C:5]([O:4][CH3:3])=[O:6])[CH2:25][CH2:26]2)=[CH:17][C:16]=1[O:28][CH3:29]. The yield is 0.780.